This data is from Full USPTO retrosynthesis dataset with 1.9M reactions from patents (1976-2016). The task is: Predict the reactants needed to synthesize the given product. (1) Given the product [CH:14]1[C:23]2[C:18](=[C:19]([CH:24]([CH3:28])[C:25]([NH:9][CH2:8][C:7]3[CH:10]=[CH:11][C:4]([S:3][C:2]([F:12])([F:1])[F:13])=[CH:5][CH:6]=3)=[O:26])[CH:20]=[CH:21][CH:22]=2)[CH:17]=[CH:16][N:15]=1, predict the reactants needed to synthesize it. The reactants are: [F:1][C:2]([F:13])([F:12])[S:3][C:4]1[CH:11]=[CH:10][C:7]([CH2:8][NH2:9])=[CH:6][CH:5]=1.[CH:14]1[C:23]2[C:18](=[C:19]([CH:24]([CH3:28])[C:25](O)=[O:26])[CH:20]=[CH:21][CH:22]=2)[CH:17]=[CH:16][N:15]=1.C1C2C(=C(CC(O)=O)C=CC=2)C=CN=1. (2) Given the product [C:1]([O:5][C:6](=[O:7])[NH:8][C@H:9]1[CH2:10][C@@H:11]([C:15]2[CH:20]=[CH:19][CH:18]=[CH:17][C:16]=2[CH3:21])[C@@H:12]([CH3:13])[N:33]([CH2:32][C:31]([F:35])([F:34])[F:30])[C:22]1=[O:24])([CH3:2])([CH3:3])[CH3:4], predict the reactants needed to synthesize it. The reactants are: [C:1]([O:5][C:6]([NH:8][C@H:9]([C:22]([O:24]C)=O)[CH2:10][CH:11]([C:15]1[CH:20]=[CH:19][CH:18]=[CH:17][C:16]=1[CH3:21])[C:12](=O)[CH3:13])=[O:7])([CH3:4])([CH3:3])[CH3:2].C(O)(=O)C.[F:30][C:31]([F:35])([F:34])[CH2:32][NH2:33].C(O[BH-](OC(=O)C)OC(=O)C)(=O)C.[Na+].C(=O)([O-])[O-].[K+].[K+]. (3) Given the product [N:1]1([CH2:7][CH2:8][O:9][C:10]2[C:11]3[N:17]=[C:20]([C:19]([F:24])([F:23])[F:18])[NH:16][C:12]=3[CH:13]=[CH:14][CH:15]=2)[CH2:6][CH2:5][NH:4][CH2:3][CH2:2]1, predict the reactants needed to synthesize it. The reactants are: [N:1]1([CH2:7][CH2:8][O:9][C:10]2[CH:15]=[CH:14][CH:13]=[C:12]([NH2:16])[C:11]=2[NH2:17])[CH2:6][CH2:5][NH:4][CH2:3][CH2:2]1.[F:18][C:19]([F:24])([F:23])[C:20](O)=O. (4) Given the product [CH2:72]([O:71][C:69]([C:66]1([C:74]([O:76][CH2:77][CH3:78])=[O:75])[CH2:65][CH2:64][N:63]([CH2:3][CH2:2][NH:1][C@:4]23[CH2:47][CH2:46][C@@H:45]([C:48]([CH3:50])=[CH2:49])[C@@H:5]2[C@@H:6]2[C@@:19]([CH3:22])([CH2:20][CH2:21]3)[C@@:18]3([CH3:23])[C@@H:9]([C@:10]4([CH3:44])[C@@H:15]([CH2:16][CH2:17]3)[C:14]([CH3:24])([CH3:25])[C:13]([C:26]3[CH2:31][CH2:30][C@:29]([CH2:42][F:43])([C:32]([OH:34])=[O:33])[CH2:28][CH:27]=3)=[CH:12][CH2:11]4)[CH2:8][CH2:7]2)[CH2:68][CH2:67]1)=[O:70])[CH3:73], predict the reactants needed to synthesize it. The reactants are: [N:1]1([C@:4]23[CH2:47][CH2:46][C@@H:45]([C:48]([CH3:50])=[CH2:49])[C@@H:5]2[C@@H:6]2[C@@:19]([CH3:22])([CH2:20][CH2:21]3)[C@@:18]3([CH3:23])[C@@H:9]([C@:10]4([CH3:44])[C@@H:15]([CH2:16][CH2:17]3)[C:14]([CH3:25])([CH3:24])[C:13]([C:26]3[CH2:31][CH2:30][C@:29]([CH2:42][F:43])([C:32]([O:34]CC5C=CC=CC=5)=[O:33])[CH2:28][CH:27]=3)=[CH:12][CH2:11]4)[CH2:8][CH2:7]2)[CH2:3][CH2:2]1.N1CCC(C(O)=O)(C(O)=O)CC1.[NH:63]1[CH2:68][CH2:67][C:66]([C:74]([O:76][CH2:77][CH3:78])=[O:75])([C:69]([O:71][CH2:72][CH3:73])=[O:70])[CH2:65][CH2:64]1.[I-].[Na+].P([O-])([O-])([O-])=O.[K+].[K+].[K+]. (5) Given the product [C:32]1([CH:38]2[CH2:42][CH2:41][N:40]([C:1]([O:2][CH2:3][CH2:4][N:5]3[CH2:6][CH2:7][N:8]([CH3:11])[CH2:9][CH2:10]3)=[O:22])[CH2:39]2)[CH:37]=[CH:36][CH:35]=[CH:34][CH:33]=1, predict the reactants needed to synthesize it. The reactants are: [C:1](=[O:22])(OC1C=CC([N+]([O-])=O)=CC=1)[O:2][CH2:3][CH2:4][N:5]1[CH2:10][CH2:9][N:8]([CH3:11])[CH2:7][CH2:6]1.CCN(C(C)C)C(C)C.[C:32]1([CH:38]2[CH2:42][CH2:41][NH:40][CH2:39]2)[CH:37]=[CH:36][CH:35]=[CH:34][CH:33]=1. (6) Given the product [Br:14][CH2:11][C:3]1[C:4]([C:7]([F:10])([F:9])[F:8])=[N:5][O:6][C:2]=1[CH3:1], predict the reactants needed to synthesize it. The reactants are: [CH3:1][C:2]1[O:6][N:5]=[C:4]([C:7]([F:10])([F:9])[F:8])[C:3]=1[CH2:11]O.P(Br)(Br)[Br:14].O. (7) Given the product [CH3:1][C:2]1[CH:7]=[CH:6][C:5]([O:8][C:9]2[N:10]=[CH:11][C:12]([NH2:15])=[CH:13][CH:14]=2)=[CH:4][C:3]=1[O:18][CH3:19], predict the reactants needed to synthesize it. The reactants are: [CH3:1][C:2]1[CH:7]=[CH:6][C:5]([O:8][C:9]2[CH:14]=[CH:13][C:12]([N+:15]([O-])=O)=[CH:11][N:10]=2)=[CH:4][C:3]=1[O:18][CH3:19].O.[Cl-].[NH4+]. (8) Given the product [CH3:17][O:16][C:15]1[C:10]2[N:11]([CH:2]=[C:3]([C:4]([F:7])([F:6])[F:5])[N:9]=2)[CH:12]=[CH:13][CH:14]=1, predict the reactants needed to synthesize it. The reactants are: Br[CH2:2][C:3](=O)[C:4]([F:7])([F:6])[F:5].[NH2:9][C:10]1[C:15]([O:16][CH3:17])=[CH:14][CH:13]=[CH:12][N:11]=1.C(=O)([O-])O.[Na+]. (9) Given the product [NH:29]1[C:28]2[CH:30]=[C:31]3[O:43][CH2:41][CH2:37][O:47][C:32]3=[CH:33][C:27]=2[N:26]=[C:25]1[SH:23], predict the reactants needed to synthesize it. The reactants are: [Na].CC1C(C[S:23]([C:25]2[NH:29][C:28]3[CH:30]=[CH:31][CH:32]=[CH:33][C:27]=3[N:26]=2)=O)=NC=CC=1OCC1(C)OCC2(OCCO2)CO1.ClC1C=CC=[C:37]([C:41]([O:43]O)=O)C=1.CC1(C)OCC(COC2C=CN=C(CO)C=2C)C[O:47]1.